This data is from Reaction yield outcomes from USPTO patents with 853,638 reactions. The task is: Predict the reaction yield, written as a fraction of the theoretical maximum amount of product (1.0 means a 100% yield; for example, 0.34 means a 34% yield). (1) The product is [Cl:1][C:2]1[CH:7]=[C:6]2[NH:8][C:9](=[O:34])[C@:10]3([CH:15]([C:16]4[CH:21]=[CH:20][CH:19]=[C:18]([Cl:22])[CH:17]=4)[CH2:14][C:13]([S:23][CH3:36])=[N:12][C@H:11]3[C:24]3[CH:29]=[CH:28][CH:27]=[CH:26][C:25]=3[C:30]([F:33])([F:32])[F:31])[C:5]2=[CH:4][CH:3]=1. The reactants are [Cl:1][C:2]1[CH:7]=[C:6]2[NH:8][C:9](=[O:34])[C:10]3([CH:15]([C:16]4[CH:21]=[CH:20][CH:19]=[C:18]([Cl:22])[CH:17]=4)[CH2:14][C:13](=[S:23])[NH:12][CH:11]3[C:24]3[CH:29]=[CH:28][CH:27]=[CH:26][C:25]=3[C:30]([F:33])([F:32])[F:31])[C:5]2=[CH:4][CH:3]=1.I[CH3:36]. The yield is 0.730. The catalyst is ClC(Cl)C. (2) The reactants are [CH3:1][N:2]([CH2:4][C:5]1[CH:22]=[CH:21][C:8]([O:9][CH:10]2[CH2:13][N:12](C(OC(C)(C)C)=O)[CH2:11]2)=[CH:7][C:6]=1[F:23])[CH3:3]. The catalyst is Cl.CO. The product is [NH:12]1[CH2:13][CH:10]([O:9][C:8]2[CH:21]=[CH:22][C:5]([CH2:4][N:2]([CH3:1])[CH3:3])=[C:6]([F:23])[CH:7]=2)[CH2:11]1. The yield is 0.860. (3) The reactants are [CH2:1]([O:8][N:9]=[C:10]([C:17]1[CH:22]=[CH:21][CH:20]=[CH:19][CH:18]=1)[C:11]1[CH:16]=[CH:15][CH:14]=[CH:13][CH:12]=1)[C:2]1[CH:7]=[CH:6][CH:5]=[CH:4][CH:3]=1.[BH3-]C#N.[Na+]. No catalyst specified. The product is [CH2:1]([O:8][NH:9][CH:10]([C:17]1[CH:22]=[CH:21][CH:20]=[CH:19][CH:18]=1)[C:11]1[CH:12]=[CH:13][CH:14]=[CH:15][CH:16]=1)[C:2]1[CH:3]=[CH:4][CH:5]=[CH:6][CH:7]=1. The yield is 0.170. (4) The reactants are [OH-].[Na+].P(Br)(Br)[Br:4].[CH3:7][C:8]1([CH3:15])[CH2:13][CH2:12][C:11](=O)[CH2:10][CH2:9]1.[C:16]([O-:19])(=O)C.[Na+]. The catalyst is CN(C)C=O.C(Cl)(Cl)Cl. The product is [Br:4][C:11]1[CH2:12][CH2:13][C:8]([CH3:15])([CH3:7])[CH2:9][C:10]=1[CH:16]=[O:19]. The yield is 0.580. (5) The reactants are C([Li])CCC.Br[C:7]1[C:12]([CH3:13])=[C:11]([O:14][CH3:15])[C:10]([CH3:16])=[C:9]([CH3:17])[C:8]=1[O:18][CH3:19].[CH3:20][CH:21]([CH3:36])[C:22]([C:24]1[CH:29]=[CH:28][C:27]([N:30]2[CH2:35][CH2:34][O:33][CH2:32][CH2:31]2)=[CH:26][CH:25]=1)=[O:23].O. The catalyst is O1CCCC1. The product is [CH3:19][O:18][C:8]1[C:9]([CH3:17])=[C:10]([CH3:16])[C:11]([O:14][CH3:15])=[C:12]([CH3:13])[C:7]=1[C:22]([C:24]1[CH:25]=[CH:26][C:27]([N:30]2[CH2:35][CH2:34][O:33][CH2:32][CH2:31]2)=[CH:28][CH:29]=1)([OH:23])[CH:21]([CH3:36])[CH3:20]. The yield is 0.900. (6) The reactants are ClC1C=C2C(=CC=1)N(CC(O)=[O:13])C(C)=C2C1C2C(=CC=CC=2)C(=O)N(CC2C=CC(Cl)=C(F)C=2)N=1.Cl[C:37]1[N:42]=[N:41][C:40]([C:43]2[C:51]3[C:46](=[CH:47][CH:48]=[C:49]([F:52])[CH:50]=3)[N:45]([CH2:53][C:54]([O:56][CH3:57])=[O:55])[C:44]=2[CH3:58])=[CH:39][CH:38]=1. The catalyst is C(O)(=O)C.[OH-].[Na+]. The product is [F:52][C:49]1[CH:50]=[C:51]2[C:46](=[CH:47][CH:48]=1)[N:45]([CH2:53][C:54]([O:56][CH3:57])=[O:55])[C:44]([CH3:58])=[C:43]2[C:40]1[N:41]=[N:42][C:37]([OH:13])=[CH:38][CH:39]=1. The yield is 0.720. (7) The reactants are C[O:2][C:3](=[O:17])[C:4]1[CH:9]=[C:8]([Cl:10])[C:7]([NH:11][C:12](=[O:14])[CH3:13])=[CH:6][C:5]=1[O:15][CH3:16].[Li+].[OH-]. The catalyst is CO. The product is [C:12]([NH:11][C:7]1[C:8]([Cl:10])=[CH:9][C:4]([C:3]([OH:17])=[O:2])=[C:5]([O:15][CH3:16])[CH:6]=1)(=[O:14])[CH3:13]. The yield is 0.500.